This data is from Peptide-MHC class I binding affinity with 185,985 pairs from IEDB/IMGT. The task is: Regression. Given a peptide amino acid sequence and an MHC pseudo amino acid sequence, predict their binding affinity value. This is MHC class I binding data. The peptide sequence is GMLSSLHTL. The MHC is HLA-B07:02 with pseudo-sequence HLA-B07:02. The binding affinity (normalized) is 0.0524.